From a dataset of TCR-epitope binding with 47,182 pairs between 192 epitopes and 23,139 TCRs. Binary Classification. Given a T-cell receptor sequence (or CDR3 region) and an epitope sequence, predict whether binding occurs between them. (1) The epitope is KLGGALQAK. The TCR CDR3 sequence is CASSLGGDIQYF. Result: 0 (the TCR does not bind to the epitope). (2) The epitope is GILGFVFTL. The TCR CDR3 sequence is CASSIVALDTQYF. Result: 1 (the TCR binds to the epitope). (3) The epitope is SEPVLKGVKL. The TCR CDR3 sequence is CSVEGYRYNEQFF. Result: 1 (the TCR binds to the epitope). (4) The epitope is NLSALGIFST. The TCR CDR3 sequence is CASSEGPVGELFF. Result: 0 (the TCR does not bind to the epitope). (5) Result: 0 (the TCR does not bind to the epitope). The epitope is IYSKHTPINL. The TCR CDR3 sequence is CASSSGSPTGYEQYF. (6) The epitope is TEKSNIIRGW. The TCR CDR3 sequence is CASSALWTSSREQFF. Result: 1 (the TCR binds to the epitope).